Dataset: Reaction yield outcomes from USPTO patents with 853,638 reactions. Task: Predict the reaction yield, written as a fraction of the theoretical maximum amount of product (1.0 means a 100% yield; for example, 0.34 means a 34% yield). (1) The reactants are [Br:1][C:2]1[CH:7]=[CH:6][C:5]([C@@H:8]2[CH2:14][O:13][CH2:12][CH2:11][N:10]([C@@H](C3C=CC=CC=3)C)[CH2:9]2)=[CH:4][CH:3]=1.[Cl:23]C(OC(Cl)C)=O.CO. The catalyst is ClCCCl. The product is [ClH:23].[Br:1][C:2]1[CH:3]=[CH:4][C:5]([C@@H:8]2[CH2:14][O:13][CH2:12][CH2:11][NH:10][CH2:9]2)=[CH:6][CH:7]=1. The yield is 0.860. (2) The reactants are [NH:1]1[C:9]2[C:4](=[CH:5][CH:6]=[CH:7][CH:8]=2)[CH:3]=[CH:2]1.[H-].[Na+].[CH:12](I)([CH3:14])[CH3:13].O. The catalyst is CN(C=O)C. The product is [CH:12]([N:1]1[C:9]2[C:4](=[CH:5][CH:6]=[CH:7][CH:8]=2)[CH:3]=[CH:2]1)([CH3:14])[CH3:13]. The yield is 0.430. (3) The reactants are [H-].[Na+].[C:3]1([CH2:9][CH2:10][CH:11]([C:17]([O:19][CH2:20][CH3:21])=[O:18])[C:12]([O:14][CH2:15][CH3:16])=[O:13])[CH:8]=[CH:7][CH:6]=[CH:5][CH:4]=1.Br[CH2:23][C:24]([C:26]1[CH:31]=[CH:30][C:29]([Br:32])=[CH:28][CH:27]=1)=[O:25].Cl. The catalyst is O1CCCC1. The product is [Br:32][C:29]1[CH:30]=[CH:31][C:26]([C:24](=[O:25])[CH2:23][C:11]([CH2:10][CH2:9][C:3]2[CH:4]=[CH:5][CH:6]=[CH:7][CH:8]=2)([C:17]([O:19][CH2:20][CH3:21])=[O:18])[C:12]([O:14][CH2:15][CH3:16])=[O:13])=[CH:27][CH:28]=1. The yield is 0.610.